Task: Predict the reactants needed to synthesize the given product.. Dataset: Full USPTO retrosynthesis dataset with 1.9M reactions from patents (1976-2016) (1) Given the product [Cl:34][C:6]1[CH:7]=[C:8]([C:11]2[CH:16]=[CH:15][C:14]([CH:17]([CH3:32])[C:18]([OH:31])([C:23]3[CH:28]=[CH:27][C:26](=[O:29])[NH:25][CH:24]=3)[C:19]([F:21])([F:20])[F:22])=[C:13]([Cl:33])[CH:12]=2)[CH:9]=[CH:10][C:5]=1[C:3]([OH:4])=[O:2], predict the reactants needed to synthesize it. The reactants are: C[O:2][C:3]([C:5]1[CH:10]=[CH:9][C:8]([C:11]2[CH:16]=[CH:15][C:14]([CH:17]([CH3:32])[C:18]([OH:31])([C:23]3[CH:24]=[N:25][C:26]([O:29]C)=[CH:27][CH:28]=3)[C:19]([F:22])([F:21])[F:20])=[C:13]([Cl:33])[CH:12]=2)=[CH:7][C:6]=1[Cl:34])=[O:4].Cl.[OH-].[Na+]. (2) Given the product [Br:21][C:22]1[CH:23]=[C:24]([C:39]([N:7]([CH3:8])[CH3:6])=[O:41])[CH:25]=[C:26]2[C:31]=1[O:30][C:29]([N:32]1[CH2:37][CH2:36][O:35][CH2:34][CH2:33]1)=[CH:28][C:27]2=[O:38], predict the reactants needed to synthesize it. The reactants are: [B-](F)(F)(F)F.[CH3:6][N:7](C(ON1C(=O)CCC1=O)=[N+](C)C)[CH3:8].[Br:21][C:22]1[CH:23]=[C:24]([C:39]([OH:41])=O)[CH:25]=[C:26]2[C:31]=1[O:30][C:29]([N:32]1[CH2:37][CH2:36][O:35][CH2:34][CH2:33]1)=[CH:28][C:27]2=[O:38].CCN(C(C)C)C(C)C. (3) Given the product [CH2:26]([NH:28][C:23]([C:20]1[CH:21]=[CH:22][C:9]2[C:8](=[C:5]3[CH2:6][CH2:7][N:2]([CH3:1])[CH2:3][CH2:4]3)[C:14]3[CH:15]=[CH:16][CH:17]=[CH:18][C:13]=3[CH2:12][O:11][C:10]=2[CH:19]=1)=[O:24])[CH3:27], predict the reactants needed to synthesize it. The reactants are: [CH3:1][N:2]1[CH2:7][CH2:6][C:5](=[C:8]2[C:14]3[CH:15]=[CH:16][CH:17]=[CH:18][C:13]=3[CH2:12][O:11][C:10]3[CH:19]=[C:20]([C:23](O)=[O:24])[CH:21]=[CH:22][C:9]2=3)[CH2:4][CH2:3]1.[CH2:26]([NH:28]CC)[CH3:27]. (4) Given the product [CH2:11]([N:10]([CH:7]([CH3:9])[CH3:8])[CH2:30][CH2:29][C:28]([C:19]1[CH:20]=[CH:21][C:22]2[C:27](=[CH:26][CH:25]=[CH:24][CH:23]=2)[CH:18]=1)=[O:31])[C:12]1[CH:17]=[CH:16][CH:15]=[CH:14][CH:13]=1, predict the reactants needed to synthesize it. The reactants are: Cl([O-])(=O)(=O)=O.[Li+].[CH:7]([NH:10][CH2:11][C:12]1[CH:17]=[CH:16][CH:15]=[CH:14][CH:13]=1)([CH3:9])[CH3:8].[CH:18]1[C:27]2[C:22](=[CH:23][CH:24]=[CH:25][CH:26]=2)[CH:21]=[CH:20][C:19]=1[C:28](=[O:31])[CH:29]=[CH2:30].O. (5) The reactants are: [Cl:1][C:2]1[CH:7]=[CH:6][C:5]([S:8]([NH:11][C:12]2[C:13]([C:19]([NH:21][NH2:22])=O)=[N:14][CH:15]=[C:16]([Cl:18])[CH:17]=2)(=[O:10])=[O:9])=[CH:4][C:3]=1[C:23]([F:26])([F:25])[F:24].[CH3:27]OC(OC)OC.C(#N)C.[O:37]([C:39]1[CH:45]=[CH:44][C:43]([F:46])=[CH:42][C:40]=1[NH2:41])[CH3:38]. Given the product [Cl:1][C:2]1[CH:7]=[CH:6][C:5]([S:8]([NH:11][C:12]2[C:13]([C:19]3[N:41]([C:40]4[CH:42]=[C:43]([F:46])[CH:44]=[CH:45][C:39]=4[O:37][CH3:38])[CH:27]=[N:22][N:21]=3)=[N:14][CH:15]=[C:16]([Cl:18])[CH:17]=2)(=[O:9])=[O:10])=[CH:4][C:3]=1[C:23]([F:24])([F:26])[F:25], predict the reactants needed to synthesize it. (6) Given the product [F:42][C:24]([F:23])([F:43])[C:25]([NH:27][CH2:28][C:29]1[CH:34]=[CH:33][C:32]([F:35])=[C:31]([CH:36]2[CH2:41][CH2:40][N:39]([C:19]([C:7]3[C:6]4[C:10](=[C:2]([CH3:1])[CH:3]=[CH:4][CH:5]=4)[N:9]([CH2:11][CH2:12][C:13]4[CH:14]=[CH:15][CH:16]=[CH:17][CH:18]=4)[CH:8]=3)=[O:21])[CH2:38][CH2:37]2)[CH:30]=1)=[O:26], predict the reactants needed to synthesize it. The reactants are: [CH3:1][C:2]1[CH:3]=[CH:4][CH:5]=[C:6]2[C:10]=1[N:9]([CH2:11][CH2:12][C:13]1[CH:18]=[CH:17][CH:16]=[CH:15][CH:14]=1)[CH:8]=[C:7]2[C:19]([OH:21])=O.Cl.[F:23][C:24]([F:43])([F:42])[C:25]([NH:27][CH2:28][C:29]1[CH:34]=[CH:33][C:32]([F:35])=[C:31]([CH:36]2[CH2:41][CH2:40][NH:39][CH2:38][CH2:37]2)[CH:30]=1)=[O:26]. (7) The reactants are: ClC[C:3]([N:5]([CH2:12][CH2:13][C:14]1[CH:19]=[CH:18][C:17]([F:20])=[C:16]([C:21]#[N:22])[CH:15]=1)[CH2:6][CH2:7][NH:8][C:9](=O)[O-])=[O:4].C(O)(C(F)(F)F)=O.C([O-])([O-])=O.[K+].[K+]. Given the product [F:20][C:17]1[CH:18]=[CH:19][C:14]([CH2:13][CH2:12][N:5]2[CH2:6][CH2:7][NH:8][CH2:9][C:3]2=[O:4])=[CH:15][C:16]=1[C:21]#[N:22], predict the reactants needed to synthesize it. (8) Given the product [CH3:1][O:2][C:3](=[O:12])[C:4]1[CH:9]=[CH:8][C:7]([N:17]2[CH2:18][CH2:19][N:14]([CH3:13])[CH2:15][CH2:16]2)=[CH:6][C:5]=1[F:11].[CH3:1][O:2][C:3](=[O:12])[C:4]1[CH:9]=[CH:8][C:7]([F:10])=[CH:6][C:5]=1[N:17]1[CH2:18][CH2:19][N:14]([CH3:13])[CH2:15][CH2:16]1, predict the reactants needed to synthesize it. The reactants are: [CH3:1][O:2][C:3](=[O:12])[C:4]1[CH:9]=[CH:8][C:7]([F:10])=[CH:6][C:5]=1[F:11].[CH3:13][N:14]1[CH2:19][CH2:18][NH:17][CH2:16][CH2:15]1.C([O-])([O-])=O.[K+].[K+].O. (9) The reactants are: [F:1][C:2]1[C:7]([F:8])=[CH:6][CH:5]=[CH:4][C:3]=1[C:9]1[N:17]=[C:12]2[CH:13]=[N:14][NH:15][CH:16]=[C:11]2[N:10]=1.C(=O)([O-])[O-].[K+].[K+].Br[CH:25]([C:30]1[CH:31]=[N:32][C:33]([C:36]2[CH:41]=[CH:40][C:39]([O:42][CH2:43][CH2:44][CH3:45])=[CH:38][C:37]=2[C:46]([F:49])([F:48])[F:47])=[CH:34][CH:35]=1)[C:26]([O:28][CH3:29])=[O:27]. Given the product [F:1][C:2]1[C:7]([F:8])=[CH:6][CH:5]=[CH:4][C:3]=1[C:9]1[N:17]=[C:12]2[CH:13]=[N:14][N:15]([CH:25]([C:30]3[CH:31]=[N:32][C:33]([C:36]4[CH:41]=[CH:40][C:39]([O:42][CH2:43][CH2:44][CH3:45])=[CH:38][C:37]=4[C:46]([F:48])([F:47])[F:49])=[CH:34][CH:35]=3)[C:26]([O:28][CH3:29])=[O:27])[CH:16]=[C:11]2[N:10]=1, predict the reactants needed to synthesize it. (10) Given the product [CH3:1][O:2][C:3]1[CH:8]=[CH:7][CH:6]=[CH:5][C:4]=1[C:9]1[N:10]([C:15]2[CH:16]=[CH:17][C:18]([CH3:21])=[CH:19][CH:20]=2)[C:11](=[S:14])[N:12]([CH2:23][CH2:22][C:24]2[CH:29]=[CH:28][N:27]=[CH:26][CH:25]=2)[N:13]=1, predict the reactants needed to synthesize it. The reactants are: [CH3:1][O:2][C:3]1[CH:8]=[CH:7][CH:6]=[CH:5][C:4]=1[C:9]1[N:10]([C:15]2[CH:20]=[CH:19][C:18]([CH3:21])=[CH:17][CH:16]=2)[C:11](=[S:14])[NH:12][N:13]=1.[CH:22]([C:24]1[CH:29]=[CH:28][N:27]=[CH:26][CH:25]=1)=[CH2:23].C(OCC)(=O)C.CCCCCC.